From a dataset of Peptide-MHC class II binding affinity with 134,281 pairs from IEDB. Regression. Given a peptide amino acid sequence and an MHC pseudo amino acid sequence, predict their binding affinity value. This is MHC class II binding data. (1) The peptide sequence is PLYKLVHVFINTQYA. The MHC is HLA-DQA10201-DQB10202 with pseudo-sequence HLA-DQA10201-DQB10202. The binding affinity (normalized) is 0.596. (2) The peptide sequence is RTKGTMRASALILIE. The MHC is DRB1_1101 with pseudo-sequence DRB1_1101. The binding affinity (normalized) is 0.433. (3) The peptide sequence is GELQIQDKIDAAFKI. The MHC is DRB4_0101 with pseudo-sequence DRB4_0103. The binding affinity (normalized) is 0.627. (4) The peptide sequence is GKIILVAVHVASGYI. The MHC is DRB1_1001 with pseudo-sequence DRB1_1001. The binding affinity (normalized) is 0.623.